This data is from Catalyst prediction with 721,799 reactions and 888 catalyst types from USPTO. The task is: Predict which catalyst facilitates the given reaction. (1) Reactant: [CH3:1][NH:2][C:3]([NH:5][C:6]([N:8]1[CH:14]([CH3:15])[CH2:13][C:12]2[CH:16]=[C:17]3[O:22][CH2:21][O:20][C:18]3=[CH:19][C:11]=2[C:10]([C:23]2[CH:28]=[CH:27][C:26]([N+:29]([O-:31])=[O:30])=[CH:25][CH:24]=2)=[N:9]1)=[S:7])=[O:4].BrBr.CO. Product: [CH3:15][CH:14]1[CH2:13][C:12]2[CH:16]=[C:17]3[O:22][CH2:21][O:20][C:18]3=[CH:19][C:11]=2[C:10]([C:23]2[CH:28]=[CH:27][C:26]([N+:29]([O-:31])=[O:30])=[CH:25][CH:24]=2)=[N:9][N:8]1[C:6]1[S:7][N:2]([CH3:1])[C:3](=[O:4])[N:5]=1. The catalyst class is: 22. (2) Reactant: C([Li])CCC.Br[C:7]1[CH:12]=[CH:11][CH:10]=[CH:9][N:8]=1.[C:13](OCC)(=[O:19])[C:14]([O:16][CH2:17][CH3:18])=[O:15]. Product: [O:19]=[C:13]([C:7]1[CH:12]=[CH:11][CH:10]=[CH:9][N:8]=1)[C:14]([O:16][CH2:17][CH3:18])=[O:15]. The catalyst class is: 28. (3) The catalyst class is: 3. Product: [CH:31]1([C:34]([N:1]2[CH2:2][CH2:3][CH:4]([CH:7]3[O:20][CH2:19][C:18]4[C:17]5[C:12](=[CH:13][CH:14]=[CH:15][CH:16]=5)[C:11](=[O:21])[NH:10][C:9]=4[CH2:8]3)[CH2:5][CH2:6]2)=[O:35])[CH2:33][CH2:32]1. Reactant: [NH:1]1[CH2:6][CH2:5][CH:4]([CH:7]2[O:20][CH2:19][C:18]3[C:17]4[CH:16]=[CH:15][CH:14]=[CH:13][C:12]=4[C:11](=[O:21])[NH:10][C:9]=3[CH2:8]2)[CH2:3][CH2:2]1.CCN(C(C)C)C(C)C.[CH:31]1([C:34](Cl)=[O:35])[CH2:33][CH2:32]1. (4) Reactant: [Cl:1][C:2]1[CH:3]=[C:4]([NH:17][C:18]2[C:27]3[CH2:26][C:25](=[N:28][OH:29])[CH:24]=[CH:23][C:22]=3[N:21]=[CH:20][N:19]=2)[CH:5]=[CH:6][C:7]=1[O:8][CH2:9][C:10]1[CH:15]=[CH:14][CH:13]=[C:12]([F:16])[CH:11]=1.Br[CH2:31][CH2:32][CH2:33][CH2:34][N:35]([CH2:42][CH2:43][S:44]([CH3:47])(=[O:46])=[O:45])[C:36](=[O:41])[C:37]([F:40])([F:39])[F:38].C(=O)([O-])[O-].[K+].[K+].C(O)(=O)CC(CC(O)=O)(C(O)=O)O. Product: [Cl:1][C:2]1[CH:3]=[C:4]([NH:17][C:18]2[C:27]3[CH2:26][C:25](=[N:28][O:29][CH2:31][CH2:32][CH2:33][CH2:34][N:35]([CH2:42][CH2:43][S:44]([CH3:47])(=[O:45])=[O:46])[C:36](=[O:41])[C:37]([F:39])([F:38])[F:40])[CH:24]=[CH:23][C:22]=3[N:21]=[CH:20][N:19]=2)[CH:5]=[CH:6][C:7]=1[O:8][CH2:9][C:10]1[CH:15]=[CH:14][CH:13]=[C:12]([F:16])[CH:11]=1. The catalyst class is: 80. (5) Reactant: [N+:1]([C:4]1[CH:12]=[C:11]2[C:7]([CH2:8][CH2:9][CH2:10]2)=[CH:6][C:5]=1[OH:13])([O-:3])=[O:2].Br[CH2:15][C:16]1[CH:25]=[CH:24][C:19]([C:20]([O:22][CH3:23])=[O:21])=[C:18]([F:26])[CH:17]=1.C(=O)([O-])[O-].[K+].[K+].O. Product: [F:26][C:18]1[CH:17]=[C:16]([CH2:15][O:13][C:5]2[CH:6]=[C:7]3[C:11](=[CH:12][C:4]=2[N+:1]([O-:3])=[O:2])[CH2:10][CH2:9][CH2:8]3)[CH:25]=[CH:24][C:19]=1[C:20]([O:22][CH3:23])=[O:21]. The catalyst class is: 3. (6) Reactant: [CH3:1][O:2][C:3]1[CH:11]=[CH:10][C:6]2[S:7][CH:8]=[CH:9][C:5]=2[CH:4]=1.[Li]CCCC.[CH3:17][N:18]1[CH:22]2[CH2:23][C:24]([CH2:26][CH:19]1[CH2:20][CH2:21]2)=O. Product: [CH3:1][O:2][C:3]1[CH:11]=[CH:10][C:6]2[S:7][C:8]([C:24]3[CH2:23][CH:22]4[N:18]([CH3:17])[CH:19]([CH2:20][CH2:21]4)[CH:26]=3)=[CH:9][C:5]=2[CH:4]=1. The catalyst class is: 27. (7) Reactant: [Cl:1][C:2]1[CH:7]=[CH:6][C:5]([C:8]([CH3:12])([CH3:11])[C:9]#N)=[C:4]([O:13][CH3:14])[CH:3]=1.[H-].C([Al+]CC(C)C)C(C)C.C([OH:28])(C)C.C(O)(=O)C(C(C(O)=O)O)O. Product: [Cl:1][C:2]1[CH:7]=[CH:6][C:5]([C:8]([CH3:12])([CH3:11])[CH:9]=[O:28])=[C:4]([O:13][CH3:14])[CH:3]=1. The catalyst class is: 691. (8) Reactant: [F:1][C:2]1[CH:9]=[CH:8][C:5]([CH2:6]Br)=[CH:4][CH:3]=1.[Mg].CON(C)[C:14]([CH:16]1[CH2:21][CH2:20][CH2:19][CH2:18][CH2:17]1)=[O:15]. Product: [CH:16]1([C:14](=[O:15])[CH2:6][C:5]2[CH:8]=[CH:9][C:2]([F:1])=[CH:3][CH:4]=2)[CH2:21][CH2:20][CH2:19][CH2:18][CH2:17]1. The catalyst class is: 28. (9) Reactant: [NH2:1][C:2]1[CH:7]=[CH:6][CH:5]=[CH:4][CH:3]=1.[CH2:8]([O:10][C:11](=[O:17])[C:12](=[N+:15]=[N-:16])[CH:13]=O)[CH3:9].CC(O)=O. Product: [CH2:8]([O:10][C:11]([C:12]1[N:15]=[N:16][N:1]([C:2]2[CH:7]=[CH:6][CH:5]=[CH:4][CH:3]=2)[CH:13]=1)=[O:17])[CH3:9]. The catalyst class is: 14.